This data is from Full USPTO retrosynthesis dataset with 1.9M reactions from patents (1976-2016). The task is: Predict the reactants needed to synthesize the given product. (1) Given the product [C:6]([C:5]1[CH:4]=[C:26]([C:27]([O:29][CH2:30][CH3:31])=[O:28])[C:32](=[O:33])[N:12]2[C:11]=1[CH:16]=[CH:15][CH:14]=[C:13]2[C:17]1[C:18]([CH3:25])=[CH:19][C:20]([CH3:24])=[CH:21][C:22]=1[CH3:23])(=[O:10])[CH2:7][CH2:8][CH3:9], predict the reactants needed to synthesize it. The reactants are: C(O[CH:4]([CH:26]([C:32](OCC)=[O:33])[C:27]([O:29][CH2:30][CH3:31])=[O:28])[CH:5]([C:11]1[CH:16]=[CH:15][CH:14]=[C:13]([C:17]2[C:22]([CH3:23])=[CH:21][C:20]([CH3:24])=[CH:19][C:18]=2[CH3:25])[N:12]=1)[C:6](=[O:10])[CH2:7][CH2:8][CH3:9])C.C(=O)(O)[O-].[Na+]. (2) Given the product [NH2:23][C:24]1[CH:25]=[C:26]([C:30]2([CH3:37])[NH:35][C:34](=[S:10])[CH2:33][O:32][CH2:31]2)[CH:27]=[CH:28][CH:29]=1, predict the reactants needed to synthesize it. The reactants are: COC1C=CC(P2(SP(C3C=CC(OC)=CC=3)(=S)S2)=[S:10])=CC=1.[NH2:23][C:24]1[CH:25]=[C:26]([C:30]2([CH3:37])[NH:35][C:34](=O)[CH2:33][O:32][CH2:31]2)[CH:27]=[CH:28][CH:29]=1. (3) Given the product [C:1]([O:5][C:6]([C@@:8]1([CH2:22][O:23][CH2:25][C:24]([O:27][CH2:28][CH3:29])=[O:26])[CH2:12][C:11](=[O:13])[N:10]([C@@H:14]([C:16]2[CH:21]=[CH:20][CH:19]=[CH:18][CH:17]=2)[CH3:15])[CH2:9]1)=[O:7])([CH3:4])([CH3:2])[CH3:3], predict the reactants needed to synthesize it. The reactants are: [C:1]([O:5][C:6]([C@@:8]1([CH2:22][OH:23])[CH2:12][C:11](=[O:13])[N:10]([C@@H:14]([C:16]2[CH:21]=[CH:20][CH:19]=[CH:18][CH:17]=2)[CH3:15])[CH2:9]1)=[O:7])([CH3:4])([CH3:3])[CH3:2].[C:24]([O:27][CH2:28][CH2:29]Br)(=[O:26])[CH3:25].[H-].[Na+].[Cl-].[NH4+].